This data is from CYP2C9 inhibition data for predicting drug metabolism from PubChem BioAssay. The task is: Regression/Classification. Given a drug SMILES string, predict its absorption, distribution, metabolism, or excretion properties. Task type varies by dataset: regression for continuous measurements (e.g., permeability, clearance, half-life) or binary classification for categorical outcomes (e.g., BBB penetration, CYP inhibition). Dataset: cyp2c9_veith. (1) The result is 0 (non-inhibitor). The compound is CC(C)(CC(=O)Nc1ccccc1)C(=O)O. (2) The drug is CC12CCC(C(=O)[O-])(C/C1=N\O)C2(C)C.[Na+]. The result is 0 (non-inhibitor). (3) The drug is CC(=O)NCCNc1ncnc2ccc(-c3ccc4c(c3)OCO4)cc12. The result is 0 (non-inhibitor). (4) The molecule is CN1CCN(c2ncc3nc(-c4cccc(C#N)c4)c(=O)n(CCC#N)c3n2)CC1. The result is 0 (non-inhibitor). (5) The compound is COC(=O)[C@@]1(Cc2ccc(OC)cc2)[C@H]2c3cc(C(=O)N(C)C)n(CCN4CNCC4=O)c3C[C@H]2CN1C(=O)c1ccccc1. The result is 0 (non-inhibitor). (6) The compound is CCOC(=O)c1cc(NC(=O)c2ccc(C)cc2)c(=O)oc1-c1ccccc1. The result is 0 (non-inhibitor).